Dataset: Forward reaction prediction with 1.9M reactions from USPTO patents (1976-2016). Task: Predict the product of the given reaction. (1) Given the reactants [NH2:1][C:2]1[CH:3]=[C:4]([CH:9]=[CH:10][C:11]=1[F:12])[C:5]([O:7][CH3:8])=[O:6].[CH3:13][S:14](Cl)(=[O:16])=[O:15], predict the reaction product. The product is: [F:12][C:11]1[CH:10]=[CH:9][C:4]([C:5]([O:7][CH3:8])=[O:6])=[CH:3][C:2]=1[NH:1][S:14]([CH3:13])(=[O:16])=[O:15]. (2) Given the reactants [F:1][C:2]1[CH:7]=[CH:6][C:5]([C:8](=O)[CH2:9][C:10](=O)[C:11]([F:14])([F:13])[F:12])=[CH:4][C:3]=1[C:17]([F:20])([F:19])[F:18].[NH2:21][C:22]1[C:26]([C:27]#[N:28])=[CH:25][NH:24][N:23]=1, predict the reaction product. The product is: [F:1][C:2]1[CH:7]=[CH:6][C:5]([C:8]2[CH:9]=[C:10]([C:11]([F:14])([F:13])[F:12])[N:23]3[N:24]=[CH:25][C:26]([C:27]#[N:28])=[C:22]3[N:21]=2)=[CH:4][C:3]=1[C:17]([F:20])([F:19])[F:18]. (3) Given the reactants [C:1]([OH:10])(=O)[C:2]1[C:3](=[CH:5][CH:6]=[CH:7][CH:8]=1)[OH:4].O[NH:12][C:13]([C:15]1[CH:20]=[CH:19][CH:18]=[CH:17][N:16]=1)=[NH:14], predict the reaction product. The product is: [N:16]1[CH:17]=[CH:18][CH:19]=[CH:20][C:15]=1[C:13]1[N:14]=[C:1]([C:2]2[CH:8]=[CH:7][CH:6]=[CH:5][C:3]=2[OH:4])[O:10][N:12]=1. (4) Given the reactants [NH2:1][C:2]1[C:3]([C:18]([O:20]C)=O)=[N:4][C:5]([C:8]2[C:17]3[C:12](=[CH:13][CH:14]=[CH:15][CH:16]=3)[CH:11]=[CH:10][CH:9]=2)=[CH:6][N:7]=1.[NH3:22], predict the reaction product. The product is: [NH2:1][C:2]1[C:3]([C:18]([NH2:22])=[O:20])=[N:4][C:5]([C:8]2[C:17]3[C:12](=[CH:13][CH:14]=[CH:15][CH:16]=3)[CH:11]=[CH:10][CH:9]=2)=[CH:6][N:7]=1. (5) Given the reactants [Cl:1][C:2]1[CH:7]=[CH:6][CH:5]=[C:4](F)[C:3]=1[C:9](=[O:17])[C:10](=[N:15][NH2:16])[C:11]([O:13][CH3:14])=[O:12], predict the reaction product. The product is: [Cl:1][C:2]1[CH:7]=[CH:6][CH:5]=[C:4]2[C:3]=1[C:9](=[O:17])[C:10]([C:11]([O:13][CH3:14])=[O:12])=[N:15][NH:16]2. (6) Given the reactants [C:1]([N:6]1[CH2:11][CH2:10][N:9]([C:12]([C:14]2[CH:15]=[C:16]([CH:20]3[C:29](=O)[C:28]4[C:27]([C:31]([O:33]C)=O)=[CH:26][CH:25]=[CH:24][C:23]=4[NH:22][CH:21]3[C:35]3[CH:40]=[CH:39][N:38]=[CH:37][CH:36]=3)[CH:17]=[CH:18][CH:19]=2)=[O:13])[CH2:8][CH2:7]1)(=[O:5])[CH:2]([CH3:4])[CH3:3].O.[NH2:42][NH2:43], predict the reaction product. The product is: [C:1]([N:6]1[CH2:7][CH2:8][N:9]([C:12]([C:14]2[CH:15]=[C:16]([CH:20]3[C:29]4=[N:42][NH:43][C:31](=[O:33])[C:27]5[CH:26]=[CH:25][CH:24]=[C:23]([C:28]=54)[NH:22][CH:21]3[C:35]3[CH:40]=[CH:39][N:38]=[CH:37][CH:36]=3)[CH:17]=[CH:18][CH:19]=2)=[O:13])[CH2:10][CH2:11]1)(=[O:5])[CH:2]([CH3:3])[CH3:4].